This data is from Forward reaction prediction with 1.9M reactions from USPTO patents (1976-2016). The task is: Predict the product of the given reaction. (1) The product is: [NH2:1][C:4]1[CH:17]=[CH:16][C:15]2[C:14]3[C:9](=[CH:10][CH:11]=[CH:12][CH:13]=3)[CH2:8][CH2:7][C:6]=2[CH:5]=1. Given the reactants [N+:1]([C:4]1[CH:17]=[CH:16][C:15]2[C:14]3[C:9](=[CH:10][CH:11]=[CH:12][CH:13]=3)[CH2:8][CH2:7][C:6]=2[CH:5]=1)([O-])=O.C(O)C.O.NN, predict the reaction product. (2) Given the reactants [CH2:1]([CH:4]([C:8]1[CH:28]=[CH:27][C:11]([CH2:12][O:13][C:14]2[CH:19]=[CH:18][C:17]([C:20]3[N:21]=[C:22]([CH2:25]O)[S:23][CH:24]=3)=[CH:16][CH:15]=2)=[CH:10][CH:9]=1)[CH2:5][CH2:6][CH3:7])[CH2:2][CH3:3].S(Cl)([Cl:31])=O, predict the reaction product. The product is: [CH2:1]([CH:4]([C:8]1[CH:28]=[CH:27][C:11]([CH2:12][O:13][C:14]2[CH:19]=[CH:18][C:17]([C:20]3[N:21]=[C:22]([CH2:25][Cl:31])[S:23][CH:24]=3)=[CH:16][CH:15]=2)=[CH:10][CH:9]=1)[CH2:5][CH2:6][CH3:7])[CH2:2][CH3:3].